Dataset: Reaction yield outcomes from USPTO patents with 853,638 reactions. Task: Predict the reaction yield, written as a fraction of the theoretical maximum amount of product (1.0 means a 100% yield; for example, 0.34 means a 34% yield). (1) The reactants are ClC1C=CC(C)=CC=1.[Li].[Cl:10][C:11]1[CH:12]=[C:13]([C:17]([F:20])([F:19])[F:18])[CH:14]=[CH:15][CH:16]=1.[C:21](=[O:23])=[O:22]. The catalyst is C1COCC1. The product is [F:20][C:17]([F:18])([F:19])[C:13]1[CH:14]=[CH:15][CH:16]=[C:11]([Cl:10])[C:12]=1[C:21]([OH:23])=[O:22]. The yield is 0.690. (2) The reactants are [NH:1]1[C:11]2[C:6](=[CH:7][CH:8]=[CH:9][CH:10]=2)[C:4](=O)[C:2]1=[O:3].[Cl:12][C:13]1[CH:22]=[CH:21][C:16]([C:17]([NH:19][NH2:20])=[O:18])=[CH:15][CH:14]=1. No catalyst specified. The product is [Cl:12][C:13]1[CH:22]=[CH:21][C:16]([C:17]([NH:19]/[N:20]=[C:4]2\[C:2](=[O:3])[N:1]([CH2:2][CH2:4][CH2:6][CH2:7][CH2:8][CH3:9])[C:11]3[C:6]\2=[CH:7][CH:8]=[CH:9][CH:10]=3)=[O:18])=[CH:15][CH:14]=1. The yield is 0.800. (3) The reactants are [C:1](C(N)C=O)([O:3][C:4]([CH3:7])([CH3:6])[CH3:5])=[O:2].[N+:12]([C:15]1[CH:20]=[CH:19][CH:18]=[CH:17][C:16]=1[S:21]([N:24]([CH2:44][C:45]1[CH:50]=[CH:49][CH:48]=[CH:47][N:46]=1)[CH2:25][C:26]1[CH:31]=[CH:30][C:29]([CH2:32][NH:33][CH:34]2[C:43]3[N:42]=[CH:41][CH:40]=[CH:39][C:38]=3[CH2:37][CH2:36][CH2:35]2)=[CH:28][CH:27]=1)(=[O:23])=[O:22])([O-:14])=[O:13].[C:51]([BH3-])#[N:52].[Na+].[CH3:55]O. No catalyst specified. The product is [N+:12]([C:15]1[CH:20]=[CH:19][CH:18]=[CH:17][C:16]=1[S:21]([N:24]([CH2:44][C:45]1[CH:50]=[CH:49][CH:48]=[CH:47][N:46]=1)[CH2:25][C:26]1[CH:27]=[CH:28][C:29]([CH2:32][N:33]([CH2:55][CH2:51][NH:52][C:1]([O:3][C:4]([CH3:5])([CH3:6])[CH3:7])=[O:2])[CH:34]2[C:43]3[N:42]=[CH:41][CH:40]=[CH:39][C:38]=3[CH2:37][CH2:36][CH2:35]2)=[CH:30][CH:31]=1)(=[O:22])=[O:23])([O-:14])=[O:13]. The yield is 0.720. (4) The reactants are C(O[C@H:5]1[C@H:10]2[C@H:11]([O:12][CH2:13][C:14]3[CH:19]=[CH:18][CH:17]=[CH:16][CH:15]=3)[C@:7]([CH2:20][O:21][CH2:22][C:23]3[CH:28]=[CH:27][CH:26]=[CH:25][CH:24]=3)([CH2:8][O:9]2)[O:6]1)(=O)C.[C:29]([NH:37][C:38]1[N:46]=[CH:45][N:44]=[C:43]2[C:39]=1[NH:40][CH:41]=[N:42]2)(=[O:36])[C:30]1[CH:35]=[CH:34][CH:33]=[CH:32][CH:31]=1.O([Si](C)(C)C)S(C(F)(F)F)(=O)=O. The catalyst is C(#N)C. The product is [C:29]([NH:37][C:38]1[N:46]=[CH:45][N:44]=[C:43]2[C:39]=1[N:40]=[CH:41][N:42]2[C@@H:5]1[C@H:10]2[C@H:11]([O:12][CH2:13][C:14]3[CH:19]=[CH:18][CH:17]=[CH:16][CH:15]=3)[C@:7]([CH2:20][O:21][CH2:22][C:23]3[CH:28]=[CH:27][CH:26]=[CH:25][CH:24]=3)([CH2:8][O:9]2)[O:6]1)(=[O:36])[C:30]1[CH:35]=[CH:34][CH:33]=[CH:32][CH:31]=1. The yield is 0.450. (5) The reactants are [Br:1][C:2]1[CH:7]=[CH:6][C:5](OB(O)O)=[CH:4][CH:3]=1.[C:12]1(=[O:17])[CH2:16][CH2:15][CH:14]=[CH:13]1. The catalyst is C1C=CC(P(C2C=CC3C(=CC=CC=3)C=2C2C3C(=CC=CC=3)C=CC=2P(C2C=CC=CC=2)C2C=CC=CC=2)C2C=CC=CC=2)=CC=1. The product is [Br:1][C:2]1[CH:7]=[CH:6][C:5]([C@H:14]2[CH2:15][CH2:16][C:12](=[O:17])[CH2:13]2)=[CH:4][CH:3]=1. The yield is 0.900. (6) The reactants are [C:1]([C:4]1[CH:5]=[C:6]([NH:11][CH:12]([C:16]2[CH:21]=[CH:20][C:19]([O:22][CH3:23])=[C:18]([O:24][CH3:25])[CH:17]=2)[C:13]([OH:15])=[O:14])[CH:7]=[CH:8][C:9]=1F)(=[O:3])[NH2:2].NC1C=C2C(=CC=1)[C:32](=[O:36])NC2=O.COC1C=C(B(O)O)C=CC=1OC.O.C(O)(=O)C=O. No catalyst specified. The product is [CH3:25][O:24][C:18]1[CH:17]=[C:16]([CH:12]([NH:11][C:6]2[CH:5]=[C:4]3[C:9](=[CH:8][CH:7]=2)[C:32](=[O:36])[NH:2][C:1]3=[O:3])[C:13]([OH:15])=[O:14])[CH:21]=[CH:20][C:19]=1[O:22][CH3:23]. The yield is 0.880.